Predict the reactants needed to synthesize the given product. From a dataset of Full USPTO retrosynthesis dataset with 1.9M reactions from patents (1976-2016). (1) Given the product [Cl:1][C:2]1[CH:7]=[CH:6][CH:5]=[CH:4][C:3]=1[C:8]1[C:9](=[O:24])[N:10]([C:18]2[CH:19]=[CH:20][CH:21]=[CH:22][CH:23]=2)[CH:11]=[C:12]([CH2:14][OH:15])[CH:13]=1, predict the reactants needed to synthesize it. The reactants are: [Cl:1][C:2]1[CH:7]=[CH:6][CH:5]=[CH:4][C:3]=1[C:8]1[C:9](=[O:24])[N:10]([C:18]2[CH:23]=[CH:22][CH:21]=[CH:20][CH:19]=2)[CH:11]=[C:12]([C:14](OC)=[O:15])[CH:13]=1.BrC1C(=O)N(C2C=CC=CC=2)C=C(C(OC)=O)C=1.Cl.C(=O)([O-])O.[Na+]. (2) Given the product [Cl:23][C:5]1[C:6]([NH:8][CH2:9][CH:10]2[CH2:11][CH2:12][N:13]([C:16]([O:18][C:19]([CH3:20])([CH3:22])[CH3:21])=[O:17])[CH2:14][CH2:15]2)=[CH:7][C:2]([NH:1][C:25]2[CH:30]=[N:29][C:28]([C:31]#[N:32])=[CH:27][N:26]=2)=[N:3][CH:4]=1, predict the reactants needed to synthesize it. The reactants are: [NH2:1][C:2]1[CH:7]=[C:6]([NH:8][CH2:9][CH:10]2[CH2:15][CH2:14][N:13]([C:16]([O:18][C:19]([CH3:22])([CH3:21])[CH3:20])=[O:17])[CH2:12][CH2:11]2)[C:5]([Cl:23])=[CH:4][N:3]=1.Br[C:25]1[N:26]=[CH:27][C:28]([C:31]#[N:32])=[N:29][CH:30]=1.C1(P(C2C=CC=CC=2)C2C=CC3C(=CC=CC=3)C=2C2C3C(=CC=CC=3)C=CC=2P(C2C=CC=CC=2)C2C=CC=CC=2)C=CC=CC=1.CC(C)([O-])C.[Na+]. (3) The reactants are: [NH2:1][CH2:2][C:3]1[CH:8]=[CH:7][C:6]([OH:9])=[CH:5][CH:4]=1.Br[CH2:11][C:12]([O:14][C:15]([CH3:18])([CH3:17])[CH3:16])=[O:13]. Given the product [OH:9][C:6]1[CH:7]=[CH:8][C:3]([CH2:2][NH:1][CH2:11][C:12]([O:14][C:15]([CH3:18])([CH3:17])[CH3:16])=[O:13])=[CH:4][CH:5]=1, predict the reactants needed to synthesize it. (4) Given the product [CH3:8][CH:2]1[CH2:7][CH2:6][CH:5]([CH:11]=[O:12])[CH2:4][CH2:3]1, predict the reactants needed to synthesize it. The reactants are: N1[C:6]([CH3:7])=[CH:5][CH:4]=[CH:3][C:2]=1[CH3:8].C1C[O:12][CH2:11]C1. (5) The reactants are: [Si]([O:8][CH:9]1[C:14]2([CH2:18][CH2:17][CH2:16][CH2:15]2)[CH2:13][CH:12]([C:19]2[C:23]([CH2:24][N:25]([CH3:37])[CH2:26][CH2:27][N:28](C)[C:29](=O)OC(C)(C)C)=[CH:22][N:21](C3CCCCO3)[N:20]=2)[CH2:11][CH2:10]1)(C(C)(C)C)(C)C. Given the product [CH3:37][N:25]([CH2:24][C:23]1[C:19]([CH:12]2[CH2:13][C:14]3([CH2:18][CH2:17][CH2:16][CH2:15]3)[CH:9]([OH:8])[CH2:10][CH2:11]2)=[N:20][NH:21][CH:22]=1)[CH2:26][CH2:27][NH:28][CH3:29], predict the reactants needed to synthesize it. (6) Given the product [CH3:2][CH2:1][O:3][C:4]([CH:6]1[CH2:11][N:10]([C:17]([O:19][C:20]([CH3:23])([CH3:22])[CH3:21])=[O:18])[C:9]2[CH:12]=[C:13]([Cl:16])[CH:14]=[CH:15][C:8]=2[O:7]1)=[O:5], predict the reactants needed to synthesize it. The reactants are: [CH2:1]([O:3][C:4]([CH:6]1[CH2:11][NH:10][C:9]2[CH:12]=[C:13]([Cl:16])[CH:14]=[CH:15][C:8]=2[O:7]1)=[O:5])[CH3:2].[C:17](O[C:17]([O:19][C:20]([CH3:23])([CH3:22])[CH3:21])=[O:18])([O:19][C:20]([CH3:23])([CH3:22])[CH3:21])=[O:18]. (7) Given the product [CH:31]1([C:2]2[CH:7]=[CH:6][C:5]([C:8]([N:10]3[CH2:15][CH2:14][C:13]4([C:27]5[CH:26]=[N:25][N:24]([CH3:28])[C:23]=5[C:22]5[CH:21]=[CH:20][CH:19]=[CH:18][C:17]=5[O:16]4)[CH2:12][CH2:11]3)=[O:9])=[CH:4][C:3]=2[O:29][CH3:30])[CH2:33][CH2:32]1, predict the reactants needed to synthesize it. The reactants are: Br[C:2]1[CH:7]=[CH:6][C:5]([C:8]([N:10]2[CH2:15][CH2:14][C:13]3([C:27]4[CH:26]=[N:25][N:24]([CH3:28])[C:23]=4[C:22]4[CH:21]=[CH:20][CH:19]=[CH:18][C:17]=4[O:16]3)[CH2:12][CH2:11]2)=[O:9])=[CH:4][C:3]=1[O:29][CH3:30].[CH:31]1(B(O)O)[CH2:33][CH2:32]1.C([O-])([O-])=O.[K+].[K+].